From a dataset of Reaction yield outcomes from USPTO patents with 853,638 reactions. Predict the reaction yield, written as a fraction of the theoretical maximum amount of product (1.0 means a 100% yield; for example, 0.34 means a 34% yield). (1) The catalyst is CN(C)C=O. The reactants are [OH:1][C:2]1[CH:13]=[CH:12][C:5]2[N:6]=[C:7]([C:9]([OH:11])=O)[O:8][C:4]=2[CH:3]=1.C(N(CC)CC)C.O.ON1C2C=CC=CC=2N=N1.Cl.CN(C)CCCN=C=NCC.[NH2:44][CH:45]1[CH2:50][CH2:49][N:48]([C:51]([O:53][C:54]([CH3:57])([CH3:56])[CH3:55])=[O:52])[CH2:47][CH2:46]1. The yield is 0.520. The product is [OH:1][C:2]1[CH:13]=[CH:12][C:5]2[N:6]=[C:7]([C:9]([NH:44][CH:45]3[CH2:46][CH2:47][N:48]([C:51]([O:53][C:54]([CH3:57])([CH3:56])[CH3:55])=[O:52])[CH2:49][CH2:50]3)=[O:11])[O:8][C:4]=2[CH:3]=1. (2) The reactants are [CH3:1][N:2]1[CH:7]=[C:6]([C:8](=[O:11])[NH:9][CH3:10])[C:5]2[O:12][C:13]([C:21]3[CH:26]=[CH:25][C:24]([C:27]4([NH:31]C(=O)OC(C)(C)C)[CH2:30][CH2:29][CH2:28]4)=[CH:23][CH:22]=3)=[C:14]([C:15]3[CH:20]=[CH:19][CH:18]=[CH:17][CH:16]=3)[C:4]=2[C:3]1=[O:39]. The catalyst is C(Cl)Cl.C(O)(C(F)(F)F)=O. The product is [NH2:31][C:27]1([C:24]2[CH:23]=[CH:22][C:21]([C:13]3[O:12][C:5]4[C:6]([C:8]([NH:9][CH3:10])=[O:11])=[CH:7][N:2]([CH3:1])[C:3](=[O:39])[C:4]=4[C:14]=3[C:15]3[CH:16]=[CH:17][CH:18]=[CH:19][CH:20]=3)=[CH:26][CH:25]=2)[CH2:28][CH2:29][CH2:30]1. The yield is 0.440. (3) The reactants are C(O[C:4](=[O:20])[C:5](=[CH:11][NH:12][C:13]1[CH2:18][CH2:17][CH2:16][C:15](=[O:19])[CH:14]=1)[C:6]([O:8][CH2:9][CH3:10])=[O:7])C.C1(OC2C=CC=CC=2)C=CC=CC=1. The catalyst is CCCCCC. The product is [CH2:9]([O:8][C:6]([C:5]1[C:4](=[O:20])[C:14]2[C:15](=[O:19])[CH2:16][CH2:17][CH2:18][C:13]=2[NH:12][CH:11]=1)=[O:7])[CH3:10]. The yield is 0.720. (4) The reactants are [F:1][C:2]1[CH:3]=[CH:4][C:5]2[N:6]([CH:8]=[C:9]([C:11]([NH:13][C@H:14]3[CH2:19][CH2:18][C@@H:17]([N:20]4[C:25](=[O:26])[C:24]5[CH:27]=[C:28]([F:31])[CH:29]=[N:30][C:23]=5[N:22]([C:32]5[CH:33]=[C:34]([C:38]6[CH:43]=[CH:42][C:41]([CH:44]=O)=[CH:40][CH:39]=6)[CH:35]=[CH:36][CH:37]=5)[C:21]4=[O:46])[CH2:16][CH2:15]3)=[O:12])[N:10]=2)[CH:7]=1.[N:47]1([C:53]([O:55][C:56]([CH3:59])([CH3:58])[CH3:57])=[O:54])[CH2:52][CH2:51][NH:50][CH2:49][CH2:48]1.C(O[BH-](OC(=O)C)OC(=O)C)(=O)C.[Na+]. The catalyst is C(O)(=O)C.ClCCCl.C(Cl)Cl. The product is [F:31][C:28]1[CH:29]=[N:30][C:23]2[N:22]([C:32]3[CH:33]=[C:34]([C:38]4[CH:39]=[CH:40][C:41]([CH2:44][N:50]5[CH2:51][CH2:52][N:47]([C:53]([O:55][C:56]([CH3:59])([CH3:58])[CH3:57])=[O:54])[CH2:48][CH2:49]5)=[CH:42][CH:43]=4)[CH:35]=[CH:36][CH:37]=3)[C:21](=[O:46])[N:20]([C@H:17]3[CH2:18][CH2:19][C@@H:14]([NH:13][C:11]([C:9]4[N:10]=[C:5]5[CH:4]=[CH:3][C:2]([F:1])=[CH:7][N:6]5[CH:8]=4)=[O:12])[CH2:15][CH2:16]3)[C:25](=[O:26])[C:24]=2[CH:27]=1. The yield is 0.180. (5) The reactants are [OH:1][C:2]1[CH:3]=[CH:4][C:5]2[N:6]([N:13]=[CH:14][CH:15]=2)[C:7]=1C(OCC)=O.[OH-].[Na+].Cl.C(=O)(O)[O-].[Na+]. The catalyst is CO. The product is [N:13]1[N:6]2[CH:7]=[C:2]([OH:1])[CH:3]=[CH:4][C:5]2=[CH:15][CH:14]=1. The yield is 0.560. (6) The reactants are ClC1C=CC=CC=1C=C.[Cl:10][C:11]1[CH:20]=[CH:19][CH:18]=[C:17]2[C:12]=1C=C[CH:15]=[CH:16]2. No catalyst specified. The product is [Cl:10][C:11]1[CH:12]=[C:17]([CH:18]=[CH:19][CH:20]=1)[CH:16]=[CH2:15]. The yield is 0.790. (7) The reactants are C[N:2]([CH3:19])[CH:3]=[CH:4][C:5]([C:7]1[CH:8]=[C:9]([N:13]([CH2:17][CH3:18])[C:14](=[O:16])[CH3:15])[CH:10]=[CH:11][CH:12]=1)=O.N[C:21]1[C:25]([C:26]#[N:27])=C[NH:23][N:22]=1.Cl. The catalyst is O.CO. The product is [CH3:18][CH2:17][N:13]([C:14]([CH3:15])=[O:16])[C:9]1[CH:10]=[CH:11][CH:12]=[C:7]([C:5]2[N:23]3[N:22]=[CH:21][C:25]([C:26]#[N:27])=[C:19]3[N:2]=[CH:3][CH:4]=2)[CH:8]=1. The yield is 0.977.